Task: Binary Classification. Given a drug SMILES string, predict its activity (active/inactive) in a high-throughput screening assay against a specified biological target.. Dataset: M1 muscarinic receptor antagonist screen with 61,756 compounds (1) The molecule is Clc1ccc(NC(=O)CSc2nc3CCN(Cc3cc2C#N)C)cc1. The result is 0 (inactive). (2) The drug is O=C1N(C(=O)CC1N1CCN(CC1)Cc1cc2OCOc2cc1)c1c(ccc(c1)C)C. The result is 1 (active). (3) The drug is O1CCN(CC1)C(Oc1cc2oc(c(Oc3c(OCC)cccc3)c(=O)c2cc1)C)=O. The result is 0 (inactive). (4) The molecule is Fc1ccc(N2CCN(CC2)C(=O)C2Oc3c(OC2)cccc3)cc1. The result is 0 (inactive).